Dataset: NCI-60 drug combinations with 297,098 pairs across 59 cell lines. Task: Regression. Given two drug SMILES strings and cell line genomic features, predict the synergy score measuring deviation from expected non-interaction effect. (1) Drug 1: CCN(CC)CCNC(=O)C1=C(NC(=C1C)C=C2C3=C(C=CC(=C3)F)NC2=O)C. Drug 2: CC1C(C(CC(O1)OC2CC(OC(C2O)C)OC3=CC4=CC5=C(C(=O)C(C(C5)C(C(=O)C(C(C)O)O)OC)OC6CC(C(C(O6)C)O)OC7CC(C(C(O7)C)O)OC8CC(C(C(O8)C)O)(C)O)C(=C4C(=C3C)O)O)O)O. Cell line: SK-MEL-2. Synergy scores: CSS=6.92, Synergy_ZIP=3.73, Synergy_Bliss=3.39, Synergy_Loewe=-30.4, Synergy_HSA=-3.60. (2) Drug 1: CC1C(C(CC(O1)OC2CC(CC3=C2C(=C4C(=C3O)C(=O)C5=C(C4=O)C(=CC=C5)OC)O)(C(=O)C)O)N)O.Cl. Drug 2: C(CCl)NC(=O)N(CCCl)N=O. Cell line: OVCAR-4. Synergy scores: CSS=3.52, Synergy_ZIP=-1.10, Synergy_Bliss=1.71, Synergy_Loewe=-7.14, Synergy_HSA=-0.439. (3) Drug 1: CC12CCC3C(C1CCC2=O)CC(=C)C4=CC(=O)C=CC34C. Drug 2: C1C(C(OC1N2C=NC3=C2NC=NCC3O)CO)O. Cell line: SK-MEL-2. Synergy scores: CSS=46.5, Synergy_ZIP=1.08, Synergy_Bliss=0.149, Synergy_Loewe=0.442, Synergy_HSA=0.114. (4) Drug 1: CC1OCC2C(O1)C(C(C(O2)OC3C4COC(=O)C4C(C5=CC6=C(C=C35)OCO6)C7=CC(=C(C(=C7)OC)O)OC)O)O. Drug 2: CC(C1=C(C=CC(=C1Cl)F)Cl)OC2=C(N=CC(=C2)C3=CN(N=C3)C4CCNCC4)N. Cell line: U251. Synergy scores: CSS=45.9, Synergy_ZIP=-0.864, Synergy_Bliss=-1.10, Synergy_Loewe=-8.23, Synergy_HSA=-0.727. (5) Drug 1: CN1C2=C(C=C(C=C2)N(CCCl)CCCl)N=C1CCCC(=O)O.Cl. Drug 2: C1CN(CCN1C(=O)CCBr)C(=O)CCBr. Cell line: NCI-H322M. Synergy scores: CSS=2.43, Synergy_ZIP=-0.162, Synergy_Bliss=-0.278, Synergy_Loewe=0.491, Synergy_HSA=-1.99.